Dataset: Catalyst prediction with 721,799 reactions and 888 catalyst types from USPTO. Task: Predict which catalyst facilitates the given reaction. (1) Reactant: [CH3:1][C:2]1[C:6]([C:7]2[CH:12]=[CH:11][C:10]([CH3:13])=[CH:9][CH:8]=2)=[C:5]([NH2:14])[NH:4][N:3]=1.[F:15][C:16]([F:32])([F:31])[C:17]1[CH:18]=[C:19]([C:23](=O)[CH2:24][C:25](OCC)=[O:26])[CH:20]=[CH:21][CH:22]=1. Product: [CH3:13][C:10]1[CH:11]=[CH:12][C:7]([C:6]2[C:2]([CH3:1])=[N:3][N:4]3[C:23]([C:19]4[CH:20]=[CH:21][CH:22]=[C:17]([C:16]([F:31])([F:32])[F:15])[CH:18]=4)=[CH:24][C:25](=[O:26])[NH:14][C:5]=23)=[CH:8][CH:9]=1. The catalyst class is: 17. (2) The catalyst class is: 2. Reactant: [CH2:1]([OH:7])[C@@H:2]([OH:6])[CH2:3][CH2:4][OH:5].[CH:8](=O)[C:9]1[CH:14]=[CH:13][CH:12]=[CH:11][CH:10]=1.C(OC)(OC)OC.C(C(O)=O)(F)(F)F. Product: [C:9]1([C@@H:8]2[O:6][C@@H:2]([CH2:1][OH:7])[CH2:3][CH2:4][O:5]2)[CH:14]=[CH:13][CH:12]=[CH:11][CH:10]=1. (3) Reactant: C([O:3][C:4]([C:6]1([NH:15][C:16]([C:18]2[CH:23]=[CH:22][N:21]=[CH:20][C:19]=2[N:24]2[CH2:29][CH2:28][CH2:27][CH2:26][CH2:25]2)=[O:17])[CH2:14][C:13]2[C:8](=[CH:9][CH:10]=[CH:11][CH:12]=2)[CH2:7]1)=[O:5])C.O1CCOCC1.CO. Product: [N:24]1([C:19]2[CH:20]=[N:21][CH:22]=[CH:23][C:18]=2[C:16]([NH:15][C:6]2([C:4]([OH:5])=[O:3])[CH2:7][C:8]3[C:13](=[CH:12][CH:11]=[CH:10][CH:9]=3)[CH2:14]2)=[O:17])[CH2:29][CH2:28][CH2:27][CH2:26][CH2:25]1. The catalyst class is: 6. (4) Reactant: CS([O:5][CH:6]([CH2:9][CH3:10])[C:7]#[N:8])(=O)=O.[Cl:11][C:12]1[C:17]([C:18]([F:21])([F:20])[F:19])=[CH:16][CH:15]=[CH:14][C:13]=1O.C(=O)([O-])[O-].[K+].[K+].C(OC)(C)(C)C. Product: [Cl:11][C:12]1[C:17]([C:18]([F:19])([F:20])[F:21])=[CH:16][CH:15]=[CH:14][C:13]=1[O:5][CH:6]([CH2:9][CH3:10])[C:7]#[N:8]. The catalyst class is: 47.